This data is from Merck oncology drug combination screen with 23,052 pairs across 39 cell lines. The task is: Regression. Given two drug SMILES strings and cell line genomic features, predict the synergy score measuring deviation from expected non-interaction effect. (1) Drug 1: Cn1nnc2c(C(N)=O)ncn2c1=O. Drug 2: NC1(c2ccc(-c3nc4ccn5c(=O)[nH]nc5c4cc3-c3ccccc3)cc2)CCC1. Cell line: SKMEL30. Synergy scores: synergy=29.7. (2) Synergy scores: synergy=-7.32. Drug 1: CN(C)C(=N)N=C(N)N. Drug 2: NC(=O)c1cccc2cn(-c3ccc(C4CCCNC4)cc3)nc12. Cell line: LOVO. (3) Drug 1: NC1(c2ccc(-c3nc4ccn5c(=O)[nH]nc5c4cc3-c3ccccc3)cc2)CCC1. Drug 2: O=C(NOCC(O)CO)c1ccc(F)c(F)c1Nc1ccc(I)cc1F. Cell line: MSTO. Synergy scores: synergy=-9.94. (4) Drug 1: NC1(c2ccc(-c3nc4ccn5c(=O)[nH]nc5c4cc3-c3ccccc3)cc2)CCC1. Drug 2: CCC1(O)C(=O)OCc2c1cc1n(c2=O)Cc2cc3c(CN(C)C)c(O)ccc3nc2-1. Cell line: CAOV3. Synergy scores: synergy=17.5. (5) Drug 1: COc1cccc2c1C(=O)c1c(O)c3c(c(O)c1C2=O)CC(O)(C(=O)CO)CC3OC1CC(N)C(O)C(C)O1. Drug 2: COC1CC2CCC(C)C(O)(O2)C(=O)C(=O)N2CCCCC2C(=O)OC(C(C)CC2CCC(OP(C)(C)=O)C(OC)C2)CC(=O)C(C)C=C(C)C(O)C(OC)C(=O)C(C)CC(C)C=CC=CC=C1C. Cell line: RPMI7951. Synergy scores: synergy=-5.31. (6) Drug 1: N.N.O=C(O)C1(C(=O)O)CCC1.[Pt]. Drug 2: C=CCn1c(=O)c2cnc(Nc3ccc(N4CCN(C)CC4)cc3)nc2n1-c1cccc(C(C)(C)O)n1. Cell line: DLD1. Synergy scores: synergy=-5.43. (7) Drug 1: CCc1c2c(nc3ccc(O)cc13)-c1cc3c(c(=O)n1C2)COC(=O)C3(O)CC. Drug 2: CCc1cnn2c(NCc3ccc[n+]([O-])c3)cc(N3CCCCC3CCO)nc12. Cell line: UWB1289. Synergy scores: synergy=-1.58. (8) Cell line: PA1. Synergy scores: synergy=21.3. Drug 1: N#Cc1ccc(Cn2cncc2CN2CCN(c3cccc(Cl)c3)C(=O)C2)cc1. Drug 2: C=CCn1c(=O)c2cnc(Nc3ccc(N4CCN(C)CC4)cc3)nc2n1-c1cccc(C(C)(C)O)n1. (9) Drug 1: CN1C(=O)C=CC2(C)C3CCC4(C)C(NC(=O)OCC(F)(F)F)CCC4C3CCC12. Drug 2: CC1(c2nc3c(C(N)=O)cccc3[nH]2)CCCN1. Cell line: SW837. Synergy scores: synergy=-9.54.